From a dataset of Reaction yield outcomes from USPTO patents with 853,638 reactions. Predict the reaction yield, written as a fraction of the theoretical maximum amount of product (1.0 means a 100% yield; for example, 0.34 means a 34% yield). (1) The reactants are [Cl:1][C:2]1[C:3]([O:12][C:13]2[CH:18]=[C:17]([O:19][CH:20]([CH2:25][O:26][CH2:27][CH3:28])[CH2:21][O:22][CH2:23][CH3:24])[CH:16]=[CH:15][C:14]=2/[CH:29]=[CH:30]/[C:31](OCC)=[O:32])=[N:4][CH:5]=[C:6]([C:8]([F:11])([F:10])[F:9])[CH:7]=1.[H-].C([Al+]CC(C)C)C(C)C.O.O.O.O.O.O.O.O.O.O.S([O-])([O-])(=O)=O.[Na+].[Na+]. The catalyst is O1CCCC1.C1(C)C=CC=CC=1. The product is [Cl:1][C:2]1[C:3]([O:12][C:13]2[CH:18]=[C:17]([O:19][CH:20]([CH2:25][O:26][CH2:27][CH3:28])[CH2:21][O:22][CH2:23][CH3:24])[CH:16]=[CH:15][C:14]=2/[CH:29]=[CH:30]/[CH2:31][OH:32])=[N:4][CH:5]=[C:6]([C:8]([F:9])([F:11])[F:10])[CH:7]=1. The yield is 0.0400. (2) The reactants are Br[C:2]1[CH:9]=[CH:8][C:5]([CH:6]=[O:7])=[CH:4][CH:3]=1.[CH2:10](B(O)O)[CH3:11]. No catalyst specified. The product is [CH2:10]([C:2]1[CH:9]=[CH:8][C:5]([CH:6]=[O:7])=[CH:4][CH:3]=1)[CH3:11]. The yield is 0.510. (3) The reactants are [NH2:1][C:2]1[S:3][C:4]([CH2:12][CH3:13])=[CH:5][C:6]=1[C:7](OCC)=[O:8].[CH:14]([NH2:16])=O. The catalyst is O. The product is [CH2:12]([C:4]1[S:3][C:2]2[N:1]=[CH:14][N:16]=[C:7]([OH:8])[C:6]=2[CH:5]=1)[CH3:13]. The yield is 0.570. (4) The reactants are [O:1]1[C:5]2[CH:6]=[CH:7][C:8]([N:10]3[C:18]4[C:17]5[CH:19]=[C:20]([NH:23][C:24]([C:26]6[C:27]([NH:32]CC7C=CC(OC)=CC=7)=[N:28][CH:29]=[CH:30][CH:31]=6)=[O:25])[CH:21]=[CH:22][C:16]=5[CH2:15][CH2:14][C:13]=4[C:12]([C:42]([NH2:44])=[O:43])=[N:11]3)=[CH:9][C:4]=2[O:3][CH2:2]1.C(O)(C(F)(F)F)=O.C([O-])([O-])=O.[Na+].[Na+]. The catalyst is C(Cl)Cl. The product is [NH2:32][C:27]1[C:26]([C:24]([NH:23][C:20]2[CH:21]=[CH:22][C:16]3[CH2:15][CH2:14][C:13]4[C:12]([C:42]([NH2:44])=[O:43])=[N:11][N:10]([C:8]5[CH:7]=[CH:6][C:5]6[O:1][CH2:2][O:3][C:4]=6[CH:9]=5)[C:18]=4[C:17]=3[CH:19]=2)=[O:25])=[CH:31][CH:30]=[CH:29][N:28]=1. The yield is 0.320. (5) The product is [S:43]([OH:46])([OH:45])(=[O:44])=[O:42].[CH2:1]([N:3]1[C:11]2[C:10](=[O:12])[NH:9][C:8]([C:13]3[CH:18]=[C:17]([S:19]([N:22]4[CH2:23][CH2:24][N:25]([CH2:28][CH2:29][O:30][C:31](=[O:34])[CH2:32][CH3:33])[CH2:26][CH2:27]4)(=[O:20])=[O:21])[CH:16]=[CH:15][C:14]=3[O:35][CH2:36][CH2:37][CH3:38])=[N:7][C:6]=2[C:5]([CH2:39][CH2:40][CH3:41])=[CH:4]1)[CH3:2]. The yield is 0.970. The reactants are [CH2:1]([N:3]1[C:11]2[C:10](=[O:12])[NH:9][C:8]([C:13]3[CH:18]=[C:17]([S:19]([N:22]4[CH2:27][CH2:26][N:25]([CH2:28][CH2:29][O:30][C:31](=[O:34])[CH2:32][CH3:33])[CH2:24][CH2:23]4)(=[O:21])=[O:20])[CH:16]=[CH:15][C:14]=3[O:35][CH2:36][CH2:37][CH3:38])=[N:7][C:6]=2[C:5]([CH2:39][CH2:40][CH3:41])=[CH:4]1)[CH3:2].[OH:42][S:43]([OH:46])(=[O:45])=[O:44]. The catalyst is CCO.C1COCC1. (6) The reactants are [CH3:1][C:2]1([CH2:13][N:14]2[C:18]3[CH:19]=[CH:20][CH:21]=[CH:22][C:17]=3[N:16]([CH:23]3[CH2:28][CH2:27][NH:26][CH2:25][CH2:24]3)[C:15]2=[O:29])[O:6][C:5]2=[N:7][C:8]([N+:10]([O-:12])=[O:11])=[CH:9][N:4]2[CH2:3]1.C(N(CC)CC)C.Cl[C:38]([O:40][CH2:41][C:42]1[CH:47]=[CH:46][CH:45]=[CH:44][CH:43]=1)=[O:39]. The catalyst is C(Cl)Cl. The yield is 0.210. The product is [CH3:1][C:2]1([CH2:13][N:14]2[C:18]3[CH:19]=[CH:20][CH:21]=[CH:22][C:17]=3[N:16]([CH:23]3[CH2:28][CH2:27][N:26]([C:38]([O:40][CH2:41][C:42]4[CH:47]=[CH:46][CH:45]=[CH:44][CH:43]=4)=[O:39])[CH2:25][CH2:24]3)[C:15]2=[O:29])[O:6][C:5]2=[N:7][C:8]([N+:10]([O-:12])=[O:11])=[CH:9][N:4]2[CH2:3]1.